This data is from Catalyst prediction with 721,799 reactions and 888 catalyst types from USPTO. The task is: Predict which catalyst facilitates the given reaction. (1) Reactant: [C:1]([O:5][C:6](=[O:14])[NH:7][C@H:8]([CH2:12]O)[CH:9]([CH3:11])[CH3:10])([CH3:4])([CH3:3])[CH3:2].C1(P([N:29]=[N+:30]=[N-:31])(C2C=CC=CC=2)=O)C=CC=CC=1.C1(P(C2C=CC=CC=2)C2C=CC=CC=2)C=CC=CC=1.CCOC(/N=N/C(OCC)=O)=O.C1(C)C=CC=CC=1. Product: [C:1]([O:5][C:6](=[O:14])[NH:7][C@H:8]([CH2:12][N:29]=[N+:30]=[N-:31])[CH:9]([CH3:11])[CH3:10])([CH3:4])([CH3:3])[CH3:2]. The catalyst class is: 7. (2) Reactant: [Cl:1][C:2]1[N:10]=[C:9]([Cl:11])[CH:8]=[CH:7][C:3]=1[C:4](Cl)=[O:5].[CH3:12][NH:13][CH2:14][CH:15]([C:17]1[CH:22]=[CH:21][CH:20]=[CH:19][CH:18]=1)[OH:16].CCN(CC)CC. Product: [Cl:1][C:2]1[N:10]=[C:9]([Cl:11])[CH:8]=[CH:7][C:3]=1[C:4]([N:13]([CH2:14][CH:15]([OH:16])[C:17]1[CH:22]=[CH:21][CH:20]=[CH:19][CH:18]=1)[CH3:12])=[O:5]. The catalyst class is: 56. (3) Reactant: [Cl:1][C:2]1[CH:10]=[C:9]([O:11]C)[CH:8]=[C:7]([Cl:13])[C:3]=1[C:4]([OH:6])=[O:5].B(Br)(Br)Br. Product: [Cl:1][C:2]1[CH:10]=[C:9]([OH:11])[CH:8]=[C:7]([Cl:13])[C:3]=1[C:4]([OH:6])=[O:5]. The catalyst class is: 2. (4) The catalyst class is: 16. Product: [CH3:24][N:25]1[CH2:30][CH2:29][N:28]([C:2]2[CH:7]=[CH:6][CH:5]=[C:4]([S:8]([N:11]3[CH2:16][CH2:15][CH:14]([C:17]4[CH:22]=[CH:21][CH:20]=[CH:19][C:18]=4[CH3:23])[CH2:13][CH2:12]3)(=[O:10])=[O:9])[N:3]=2)[CH2:27][CH2:26]1. Reactant: F[C:2]1[CH:7]=[CH:6][CH:5]=[C:4]([S:8]([N:11]2[CH2:16][CH2:15][CH:14]([C:17]3[CH:22]=[CH:21][CH:20]=[CH:19][C:18]=3[CH3:23])[CH2:13][CH2:12]2)(=[O:10])=[O:9])[N:3]=1.[CH3:24][N:25]1[CH2:30][CH2:29][NH:28][CH2:27][CH2:26]1.CN(C)C(N(C)C)=N.